Dataset: NCI-60 drug combinations with 297,098 pairs across 59 cell lines. Task: Regression. Given two drug SMILES strings and cell line genomic features, predict the synergy score measuring deviation from expected non-interaction effect. (1) Drug 1: C1=CC(=CC=C1CCCC(=O)O)N(CCCl)CCCl. Drug 2: CN1C2=C(C=C(C=C2)N(CCCl)CCCl)N=C1CCCC(=O)O.Cl. Cell line: MALME-3M. Synergy scores: CSS=16.1, Synergy_ZIP=-7.55, Synergy_Bliss=-0.856, Synergy_Loewe=-3.79, Synergy_HSA=-0.134. (2) Drug 1: C1CCC(C1)C(CC#N)N2C=C(C=N2)C3=C4C=CNC4=NC=N3. Drug 2: CNC(=O)C1=NC=CC(=C1)OC2=CC=C(C=C2)NC(=O)NC3=CC(=C(C=C3)Cl)C(F)(F)F. Cell line: EKVX. Synergy scores: CSS=9.42, Synergy_ZIP=-4.70, Synergy_Bliss=-3.25, Synergy_Loewe=-4.46, Synergy_HSA=-2.25. (3) Drug 1: CS(=O)(=O)OCCCCOS(=O)(=O)C. Drug 2: N.N.Cl[Pt+2]Cl. Cell line: A549. Synergy scores: CSS=59.0, Synergy_ZIP=0.298, Synergy_Bliss=0.224, Synergy_Loewe=-7.95, Synergy_HSA=4.02. (4) Drug 1: CC1=C2C(C(=O)C3(C(CC4C(C3C(C(C2(C)C)(CC1OC(=O)C(C(C5=CC=CC=C5)NC(=O)OC(C)(C)C)O)O)OC(=O)C6=CC=CC=C6)(CO4)OC(=O)C)OC)C)OC. Drug 2: CC1=C2C(C(=O)C3(C(CC4C(C3C(C(C2(C)C)(CC1OC(=O)C(C(C5=CC=CC=C5)NC(=O)OC(C)(C)C)O)O)OC(=O)C6=CC=CC=C6)(CO4)OC(=O)C)O)C)O. Cell line: SF-539. Synergy scores: CSS=73.6, Synergy_ZIP=9.37, Synergy_Bliss=9.82, Synergy_Loewe=13.2, Synergy_HSA=15.7. (5) Drug 1: C1=CC(=CC=C1CC(C(=O)O)N)N(CCCl)CCCl.Cl. Drug 2: CC1=C(C(=O)C2=C(C1=O)N3CC4C(C3(C2COC(=O)N)OC)N4)N. Cell line: CAKI-1. Synergy scores: CSS=39.7, Synergy_ZIP=0.524, Synergy_Bliss=4.53, Synergy_Loewe=3.94, Synergy_HSA=8.23. (6) Drug 1: CN1CCC(CC1)COC2=C(C=C3C(=C2)N=CN=C3NC4=C(C=C(C=C4)Br)F)OC. Drug 2: N.N.Cl[Pt+2]Cl. Cell line: SW-620. Synergy scores: CSS=-4.05, Synergy_ZIP=1.60, Synergy_Bliss=-3.86, Synergy_Loewe=-11.4, Synergy_HSA=-8.71. (7) Drug 1: CC1=C2C(C(=O)C3(C(CC4C(C3C(C(C2(C)C)(CC1OC(=O)C(C(C5=CC=CC=C5)NC(=O)OC(C)(C)C)O)O)OC(=O)C6=CC=CC=C6)(CO4)OC(=O)C)O)C)O. Drug 2: CN(C(=O)NC(C=O)C(C(C(CO)O)O)O)N=O. Cell line: TK-10. Synergy scores: CSS=-3.28, Synergy_ZIP=2.55, Synergy_Bliss=0.0131, Synergy_Loewe=-5.87, Synergy_HSA=-5.36. (8) Drug 1: C1CCC(C1)C(CC#N)N2C=C(C=N2)C3=C4C=CNC4=NC=N3. Drug 2: C1CNP(=O)(OC1)N(CCCl)CCCl. Cell line: NCIH23. Synergy scores: CSS=15.1, Synergy_ZIP=2.58, Synergy_Bliss=3.68, Synergy_Loewe=-5.77, Synergy_HSA=1.27. (9) Drug 1: CC=C1C(=O)NC(C(=O)OC2CC(=O)NC(C(=O)NC(CSSCCC=C2)C(=O)N1)C(C)C)C(C)C. Drug 2: CC12CCC3C(C1CCC2O)C(CC4=C3C=CC(=C4)O)CCCCCCCCCS(=O)CCCC(C(F)(F)F)(F)F. Cell line: SK-OV-3. Synergy scores: CSS=-0.362, Synergy_ZIP=-0.758, Synergy_Bliss=0.272, Synergy_Loewe=-5.62, Synergy_HSA=-1.05.